Dataset: Forward reaction prediction with 1.9M reactions from USPTO patents (1976-2016). Task: Predict the product of the given reaction. (1) Given the reactants C(=O)([O-])[O-].[Cs+].[Cs+].Br[CH2:8][CH3:9].CN(C=O)C.[Cl:15][C:16]1[N:21]([CH2:22][C:23]2[CH:28]=[CH:27][C:26]([Cl:29])=[CH:25][CH:24]=2)[C:20](=[O:30])[NH:19][C:18](=[O:31])[CH:17]=1, predict the reaction product. The product is: [Cl:15][C:16]1[N:21]([CH2:22][C:23]2[CH:28]=[CH:27][C:26]([Cl:29])=[CH:25][CH:24]=2)[C:20](=[O:30])[N:19]([CH2:8][CH3:9])[C:18](=[O:31])[CH:17]=1. (2) The product is: [CH3:1][O:2][C:3](=[O:53])[C@@H:4]([NH:20][C:21]([CH:23]1[CH2:32][C:31]2[CH:30]=[C:29]3[O:33][CH2:34][C@H:35]([C:37]4[CH:42]=[CH:41][C:40]([O:43][CH2:44][C:45]5[CH:50]=[CH:49][C:48]([Cl:51])=[C:47]([Cl:52])[CH:46]=5)=[CH:39][CH:38]=4)[O:36][C:28]3=[CH:27][C:26]=2[CH2:25][N:24]1[S:63]([C:60]1[S:59][C:58]([NH:57][C:54](=[O:56])[CH3:55])=[N:62][CH:61]=1)(=[O:64])=[O:65])=[O:22])[CH2:5][C:6]1[CH:11]=[CH:10][C:9]([C:12]2[CH:13]=[CH:14][C:15]([C:18]#[N:19])=[CH:16][CH:17]=2)=[CH:8][CH:7]=1. Given the reactants [CH3:1][O:2][C:3](=[O:53])[C@@H:4]([NH:20][C:21]([CH:23]1[CH2:32][C:31]2[CH:30]=[C:29]3[O:33][CH2:34][C@H:35]([C:37]4[CH:42]=[CH:41][C:40]([O:43][CH2:44][C:45]5[CH:50]=[CH:49][C:48]([Cl:51])=[C:47]([Cl:52])[CH:46]=5)=[CH:39][CH:38]=4)[O:36][C:28]3=[CH:27][C:26]=2[CH2:25][NH:24]1)=[O:22])[CH2:5][C:6]1[CH:11]=[CH:10][C:9]([C:12]2[CH:17]=[CH:16][C:15]([C:18]#[N:19])=[CH:14][CH:13]=2)=[CH:8][CH:7]=1.[C:54]([NH:57][C:58]1[S:59][C:60]([S:63](Cl)(=[O:65])=[O:64])=[CH:61][N:62]=1)(=[O:56])[CH3:55], predict the reaction product. (3) Given the reactants [O:1]([C:8]1[CH:9]=[CH:10][C:11]([O:14][CH:15]2[CH:20]3[CH2:21][CH2:22][N:17]([CH2:18][CH2:19]3)[CH2:16]2)=[N:12][CH:13]=1)[C:2]1[CH:7]=[CH:6][CH:5]=[CH:4][CH:3]=1.[ClH:23].O1CCOCC1, predict the reaction product. The product is: [ClH:23].[O:1]([C:8]1[CH:9]=[CH:10][C:11]([O:14][CH:15]2[CH:20]3[CH2:21][CH2:22][N:17]([CH2:18][CH2:19]3)[CH2:16]2)=[N:12][CH:13]=1)[C:2]1[CH:3]=[CH:4][CH:5]=[CH:6][CH:7]=1. (4) Given the reactants [Br:1][C:2]1[CH:3]=[CH:4][C:5]([S:12]([CH3:15])(=[O:14])=[O:13])=[C:6]([NH:8][C:9](=O)[CH3:10])[CH:7]=1.[N-:16]=[N+:17]=[N-:18].[Na+].FC(F)(F)S(OS(C(F)(F)F)(=O)=O)(=O)=O, predict the reaction product. The product is: [Br:1][C:2]1[CH:3]=[CH:4][C:5]([S:12]([CH3:15])(=[O:14])=[O:13])=[C:6]([N:8]2[C:9]([CH3:10])=[N:18][N:17]=[N:16]2)[CH:7]=1. (5) Given the reactants [CH2:1]([NH:8][C:9]1[C:18]2[CH:17]=[N:16][CH:15]=[N:14][C:13]=2[N:12]([O:19]CC2C=CC=CC=2)[C:11](=[O:27])[CH:10]=1)[C:2]1[CH:7]=[CH:6][CH:5]=[CH:4][CH:3]=1.[H][H], predict the reaction product. The product is: [CH2:1]([NH:8][C:9]1[C:18]2[CH:17]=[N:16][CH:15]=[N:14][C:13]=2[N:12]([OH:19])[C:11](=[O:27])[CH:10]=1)[C:2]1[CH:7]=[CH:6][CH:5]=[CH:4][CH:3]=1.